Dataset: Full USPTO retrosynthesis dataset with 1.9M reactions from patents (1976-2016). Task: Predict the reactants needed to synthesize the given product. (1) Given the product [F:1][C:2]1[CH:7]=[CH:6][CH:5]=[C:4]([F:8])[C:3]=1[CH2:9][CH2:10][CH2:11][N:12]1[C:26]2[C:28]([C:30](=[O:31])[NH:22][C:23](=[O:24])[N:25]=2)=[N:21][C:14]2[CH:15]=[C:16]([CH3:20])[C:17]([CH3:19])=[CH:18][C:13]1=2, predict the reactants needed to synthesize it. The reactants are: [F:1][C:2]1[CH:7]=[CH:6][CH:5]=[C:4]([F:8])[C:3]=1[CH2:9][CH2:10][CH2:11][NH:12][C:13]1[C:14]([NH2:21])=[CH:15][C:16]([CH3:20])=[C:17]([CH3:19])[CH:18]=1.[NH:22]1[C:30](=[O:31])[C:28](=O)[C:26](=O)[NH:25][C:23]1=[O:24].B(O)(O)O. (2) Given the product [CH:4]1([C@H:10]([NH:15][C:16]([C:18]2[C:27]([NH:28][C:29]([NH:31][C:32]3[C:33]([Cl:40])=[CH:34][C:35]([F:39])=[CH:36][C:37]=3[Cl:38])=[O:30])=[CH:26][C:25]3[C:20](=[CH:21][CH:22]=[CH:23][CH:24]=3)[CH:19]=2)=[O:17])[C:11]([OH:13])=[O:12])[CH2:9][CH2:8][CH2:7][CH2:6][CH2:5]1, predict the reactants needed to synthesize it. The reactants are: O.[OH-].[Li+].[CH:4]1([C@H:10]([NH:15][C:16]([C:18]2[C:27]([NH:28][C:29]([NH:31][C:32]3[C:37]([Cl:38])=[CH:36][C:35]([F:39])=[CH:34][C:33]=3[Cl:40])=[O:30])=[CH:26][C:25]3[C:20](=[CH:21][CH:22]=[CH:23][CH:24]=3)[CH:19]=2)=[O:17])[C:11]([O:13]C)=[O:12])[CH2:9][CH2:8][CH2:7][CH2:6][CH2:5]1.CO.Cl. (3) Given the product [OH:42][NH:41][C:22]([C:20]1[CH:19]=[CH:18][C:15]2[C@H:16]([CH3:17])[N:10]([C:8]([C:4]3([CH2:3][O:2][CH3:1])[CH2:7][O:6][CH2:5]3)=[O:9])[CH2:11][CH2:12][O:13][C:14]=2[CH:21]=1)=[O:24], predict the reactants needed to synthesize it. The reactants are: [CH3:1][O:2][CH2:3][C:4]1([C:8]([N:10]2[C@@H:16]([CH3:17])[C:15]3[CH:18]=[CH:19][C:20]([C:22]([O:24]CC)=O)=[CH:21][C:14]=3[O:13][CH2:12][CH2:11]2)=[O:9])[CH2:7][O:6][CH2:5]1.ClC(OC(C)C)=O.CN1CCOCC1.[NH2:41][OH:42]. (4) Given the product [Cl:8][C:6]1[CH:5]=[CH:4][C:3]([C:9]#[C:10][Si:11]([CH3:14])([CH3:13])[CH3:12])=[C:2]([C:21]2[CH:20]=[CH:19][N:18]=[C:17]([O:16][CH3:15])[CH:22]=2)[CH:7]=1, predict the reactants needed to synthesize it. The reactants are: Br[C:2]1[CH:7]=[C:6]([Cl:8])[CH:5]=[CH:4][C:3]=1[C:9]#[C:10][Si:11]([CH3:14])([CH3:13])[CH3:12].[CH3:15][O:16][C:17]1[CH:22]=[C:21](B(O)O)[CH:20]=[CH:19][N:18]=1.C(=O)([O-])[O-].[K+].[K+]. (5) Given the product [CH2:11]([O:1][C:2]1[CH:10]=[CH:9][C:5]([CH2:6][C:7]#[N:8])=[CH:4][CH:3]=1)[C:12]1[CH:17]=[CH:16][CH:15]=[CH:14][CH:13]=1, predict the reactants needed to synthesize it. The reactants are: [OH:1][C:2]1[CH:10]=[CH:9][C:5]([CH2:6][C:7]#[N:8])=[CH:4][CH:3]=1.[CH2:11](Br)[C:12]1[CH:17]=[CH:16][CH:15]=[CH:14][CH:13]=1.C(=O)([O-])[O-].[K+].[K+]. (6) Given the product [Cl:20][S:16]([C:5]1[CH:6]=[C:7]([CH2:10][C:11]([O:13][CH2:14][CH3:15])=[O:12])[CH:8]=[CH:9][C:4]=1[O:3][CH2:1][CH3:2])(=[O:18])=[O:17], predict the reactants needed to synthesize it. The reactants are: [CH2:1]([O:3][C:4]1[CH:9]=[CH:8][C:7]([CH2:10][C:11]([O:13][CH2:14][CH3:15])=[O:12])=[CH:6][CH:5]=1)[CH3:2].[S:16]([Cl:20])(=O)(=[O:18])[OH:17].